From a dataset of Reaction yield outcomes from USPTO patents with 853,638 reactions. Predict the reaction yield, written as a fraction of the theoretical maximum amount of product (1.0 means a 100% yield; for example, 0.34 means a 34% yield). The product is [CH3:12][O:11][CH2:10][CH2:9][O:8][C:6]1[CH:5]=[CH:4][N:3]=[C:2]([NH:17][C:16]2[CH:18]=[C:19]([B:21]3[O:25][C:24]([CH3:26])([CH3:27])[C:23]([CH3:29])([CH3:28])[O:22]3)[CH:20]=[C:14]([CH3:13])[CH:15]=2)[N:7]=1. The catalyst is O1CCOCC1. The reactants are Cl[C:2]1[N:7]=[C:6]([O:8][CH2:9][CH2:10][O:11][CH3:12])[CH:5]=[CH:4][N:3]=1.[CH3:13][C:14]1[CH:15]=[C:16]([CH:18]=[C:19]([B:21]2[O:25][C:24]([CH3:27])([CH3:26])[C:23]([CH3:29])([CH3:28])[O:22]2)[CH:20]=1)[NH2:17].CS(O)(=O)=O. The yield is 0.860.